From a dataset of HIV replication inhibition screening data with 41,000+ compounds from the AIDS Antiviral Screen. Binary Classification. Given a drug SMILES string, predict its activity (active/inactive) in a high-throughput screening assay against a specified biological target. (1) The compound is N#Cc1cc(NC(=O)c2ccccc2)c(=O)n2c1[nH]c1ccccc12. The result is 0 (inactive). (2) The compound is O=C1NC(NN=Cc2ccccc2)=NC1=Cc1ccccc1. The result is 0 (inactive). (3) The compound is c1cc2cc3c(cc2o1)OCC1c2cc4c(cc2OC31)OCO4. The result is 0 (inactive). (4) The drug is CCOC(=O)N=c1sc(NC(=O)OCC)nc2ccn(C)c12. The result is 0 (inactive).